This data is from Catalyst prediction with 721,799 reactions and 888 catalyst types from USPTO. The task is: Predict which catalyst facilitates the given reaction. Reactant: [F:1][C:2]1[CH:3]=[CH:4][C:5]([NH:12][S:13]([C:16]2[CH:21]=[CH:20][C:19]([CH3:22])=[CH:18][CH:17]=2)(=[O:15])=[O:14])=[C:6]([CH:11]=1)[C:7]([O:9][CH3:10])=[O:8].Cl[CH2:24][CH2:25][CH2:26][C:27]#[N:28].C(=O)([O-])[O-].[K+].[K+].[I-].[K+]. Product: [C:27]([CH2:26][CH2:25][CH2:24][N:12]([S:13]([C:16]1[CH:21]=[CH:20][C:19]([CH3:22])=[CH:18][CH:17]=1)(=[O:15])=[O:14])[C:5]1[CH:4]=[CH:3][C:2]([F:1])=[CH:11][C:6]=1[C:7]([O:9][CH3:10])=[O:8])#[N:28]. The catalyst class is: 131.